Dataset: Forward reaction prediction with 1.9M reactions from USPTO patents (1976-2016). Task: Predict the product of the given reaction. Given the reactants [CH2:1]([O:3][C:4](=[O:32])[CH:5]([C:10]1[CH:11]=[C:12]([C:22]2[CH:27]=[CH:26][C:25]([C:28]([F:31])([F:30])[F:29])=[CH:24][CH:23]=2)[CH:13]=[C:14]([CH:16]2[CH2:21][CH2:20][CH2:19][NH:18][CH2:17]2)[CH:15]=1)[CH2:6][CH:7]([CH3:9])[CH3:8])[CH3:2].[CH:33]([N:36]([CH:39]([CH3:41])[CH3:40])[CH2:37][CH3:38])([CH3:35])C, predict the reaction product. The product is: [CH2:1]([O:3][C:4](=[O:32])[CH:5]([C:10]1[CH:11]=[C:12]([C:22]2[CH:23]=[CH:24][C:25]([C:28]([F:29])([F:30])[F:31])=[CH:26][CH:27]=2)[CH:13]=[C:14]([CH:16]2[CH2:21][CH2:20][CH2:19][N:18]([CH2:10][C:5]3[CH:6]=[CH:40][C:39]([N:36]4[CH:33]=[CH:35][CH:38]=[CH:37]4)=[CH:41][CH:4]=3)[CH2:17]2)[CH:15]=1)[CH2:6][CH:7]([CH3:9])[CH3:8])[CH3:2].